Dataset: Full USPTO retrosynthesis dataset with 1.9M reactions from patents (1976-2016). Task: Predict the reactants needed to synthesize the given product. (1) The reactants are: [CH3:1][C:2]1[CH:3]=[CH:4][C:5]([C:8]2[N:16]=[C:15]3[N:10]([CH:11]=[C:12]([CH3:17])[CH:13]=[CH:14]3)[C:9]=2[CH2:18][C:19](N(C)C)=[O:20])=[CH:6][CH:7]=1.[OH-:24].[Na+]. Given the product [CH3:17][C:12]1[CH:13]=[CH:14][C:15]2[N:10]([C:9]([CH2:18][C:19]([OH:20])=[O:24])=[C:8]([C:5]3[CH:6]=[CH:7][C:2]([CH3:1])=[CH:3][CH:4]=3)[N:16]=2)[CH:11]=1, predict the reactants needed to synthesize it. (2) Given the product [CH3:23][C:13]1[CH:18]=[CH:17][C:16]([S:19]([N:10]2[CH:11]=[CH:12][C:8]([C:6]([OH:5])=[O:7])=[CH:9]2)(=[O:21])=[O:20])=[CH:15][CH:14]=1, predict the reactants needed to synthesize it. The reactants are: C([O:5][C:6]([C:8]1[CH:12]=[CH:11][NH:10][CH:9]=1)=[O:7])(C)(C)C.[C:13]1([CH3:23])[CH:18]=[CH:17][C:16]([S:19](Cl)(=[O:21])=[O:20])=[CH:15][CH:14]=1.O. (3) Given the product [CH2:1]([O:4][N:5]([C:16]([CH3:19])([CH3:18])[CH3:17])[C:6]([CH3:15])([CH3:14])[C:7]([NH:9][C:10]([CH3:13])([CH3:12])[CH3:11])=[O:8])[C:2]1[CH:39]=[CH:38][CH:37]=[CH:36][CH:3]=1, predict the reactants needed to synthesize it. The reactants are: [CH2:1]([O:4][N:5]([C:16]([CH3:19])([CH3:18])[CH3:17])[C:6]([CH3:15])([CH3:14])[C:7]([NH:9][C:10]([CH3:13])([CH3:12])[CH3:11])=[O:8])[CH:2]=[CH2:3].C(N(C(C)(C)C(NC(C)(C)C)=O)O)(C)(C)C.[CH2:36](Br)[C:37]1C=CC=[CH:39][CH:38]=1. (4) The reactants are: [CH2:1]([O:3][C:4]1[CH:5]=[C:6]([CH:17]=[CH:18][C:19]=1[O:20][CH2:21][C:22]1[CH:23]=[N:24][C:25]([O:28][CH3:29])=[CH:26][CH:27]=1)[CH2:7][NH:8][C:9]1[C:14]([NH2:15])=[CH:13][C:12]([I:16])=[CH:11][N:10]=1)[CH3:2].[CH:30](OCC)(OCC)OCC. Given the product [CH2:1]([O:3][C:4]1[CH:5]=[C:6]([CH:17]=[CH:18][C:19]=1[O:20][CH2:21][C:22]1[CH:23]=[N:24][C:25]([O:28][CH3:29])=[CH:26][CH:27]=1)[CH2:7][N:8]1[C:9]2=[N:10][CH:11]=[C:12]([I:16])[CH:13]=[C:14]2[N:15]=[CH:30]1)[CH3:2], predict the reactants needed to synthesize it.